Dataset: Peptide-MHC class I binding affinity with 185,985 pairs from IEDB/IMGT. Task: Regression. Given a peptide amino acid sequence and an MHC pseudo amino acid sequence, predict their binding affinity value. This is MHC class I binding data. (1) The peptide sequence is TIANSNIIK. The MHC is HLA-A33:01 with pseudo-sequence HLA-A33:01. The binding affinity (normalized) is 0.141. (2) The binding affinity (normalized) is 0. The peptide sequence is ELPQWLSANR. The MHC is HLA-B57:01 with pseudo-sequence HLA-B57:01. (3) The peptide sequence is DYCNVLNKEF. The MHC is HLA-B18:01 with pseudo-sequence HLA-B18:01. The binding affinity (normalized) is 0. (4) The binding affinity (normalized) is 0.0847. The MHC is HLA-B51:01 with pseudo-sequence HLA-B51:01. The peptide sequence is EVIRATYPS.